Dataset: Forward reaction prediction with 1.9M reactions from USPTO patents (1976-2016). Task: Predict the product of the given reaction. (1) Given the reactants [NH2:1][C:2]1[CH:3]=[C:4]([CH:14]=[CH:15][CH:16]=1)[CH2:5][NH:6][C:7](=[O:13])[O:8][C:9]([CH3:12])([CH3:11])[CH3:10].[CH2:17](Br)[C:18]1[CH:23]=[CH:22][CH:21]=[CH:20][CH:19]=1.CCN(CC)CC, predict the reaction product. The product is: [CH2:17]([NH:1][C:2]1[CH:3]=[C:4]([CH:14]=[CH:15][CH:16]=1)[CH2:5][NH:6][C:7](=[O:13])[O:8][C:9]([CH3:12])([CH3:11])[CH3:10])[C:18]1[CH:23]=[CH:22][CH:21]=[CH:20][CH:19]=1. (2) Given the reactants Cl.Cl.[NH:3]1[C:8]2([CH2:13][CH2:12][NH:11][CH2:10][CH2:9]2)[CH2:7][CH2:6][CH2:5][CH2:4]1.C(=O)([O-])[O-].[K+].[K+].CN(C)C=O.F[C:26]1[CH:31]=[CH:30][C:29]([N+:32]([O-:34])=[O:33])=[CH:28][CH:27]=1, predict the reaction product. The product is: [N+:32]([C:29]1[CH:30]=[CH:31][C:26]([N:11]2[CH2:12][CH2:13][C:8]3([NH:3][CH2:4][CH2:5][CH2:6][CH2:7]3)[CH2:9][CH2:10]2)=[CH:27][CH:28]=1)([O-:34])=[O:33].